From a dataset of Forward reaction prediction with 1.9M reactions from USPTO patents (1976-2016). Predict the product of the given reaction. (1) Given the reactants [OH:1][C:2]1[CH:3]=[C:4]([CH:9]=[CH:10][C:11]=1[C:12]#[C:13][Si](C)(C)C)[C:5]([O:7]C)=[O:6].C.CO.[OH-].[Na+], predict the reaction product. The product is: [O:1]1[C:2]2[CH:3]=[C:4]([C:5]([OH:7])=[O:6])[CH:9]=[CH:10][C:11]=2[CH:12]=[CH:13]1. (2) Given the reactants Cl[S:2]([C:5]1[CH:14]=[CH:13][CH:12]=[CH:11][C:6]=1[C:7]([O:9][CH3:10])=[O:8])(=[O:4])=[O:3].[NH2:15][C:16]1[CH:17]=[C:18]([CH:24]=[CH:25][CH:26]=1)[C:19]([O:21][CH2:22][CH3:23])=[O:20].C(N(CC)CC)C.C(OCC)C, predict the reaction product. The product is: [C:19]([C:18]1[CH:17]=[C:16]([NH:15][S:2]([C:5]2[CH:14]=[CH:13][CH:12]=[CH:11][C:6]=2[C:7]([O:9][CH3:10])=[O:8])(=[O:4])=[O:3])[CH:26]=[CH:25][CH:24]=1)([O:21][CH2:22][CH3:23])=[O:20].